Dataset: Human Reference Interactome with 51,813 positive PPI pairs across 8,248 proteins, plus equal number of experimentally-validated negative pairs. Task: Binary Classification. Given two protein amino acid sequences, predict whether they physically interact or not. (1) Protein 1 (ENSG00000075240) has sequence MLRRLDKIRFRGHKRDDFLDLAESPNASDTECSDEIPLKVPRTSPRDSEELRDPAGPGTLIMATGVQDFNRTEFDRLNEIKGHLEIALLEKHFLQEELRKLREETNAEMLRQELDRERQRRMELEQKVQEVLKARTEEQMAQQPPKGQAQASNGAERRSQGLSSRLQKWFYERFGEYVEDFRFQPEENTVETEEPLSARRLTENMRRLKRGAKPVTNFVKNLSALSDWYSVYTSAIAFTVYMNAVWHGWAIPLFLFLAILRLSLNYLIARGWRIQWSIVPEVSEPVEPPKEDLTVSEKFQ.... Result: 0 (the proteins do not interact). Protein 2 (ENSG00000155313) has sequence MTVEQNVLQQSAAQKHQQTFLNQLREITGINDTQILQQALKDSNGNLELAVAFLTAKNAKTPQQEETTYYQTALPGNDRYISVGSQADTNVIDLTGDDKDDLQRAIALSLAESNRAFRETGITDEEQAISRVLEASIAENKACLKRTPTEVWRDSRNPYDRKRQDKAPVGLKNVGNTCWFSAVIQSLFNLLEFRRLVLNYKPPSNAQDLPRNQKEHRNLPFMRELRYLFALLVGTKRKYVDPSRAVEILKDAFKSNDSQQQDVSEFTHKLLDWLEDAFQMKAEEETDEEKPKNPMVELFY.... (2) Protein 1 (ENSG00000124019) has sequence MDETQGPLAMTVHLLANSGHGSLLQRTLDQLLDCICPEVRLFQVSERASPVKYCEKSHSKRSRFPGMSVLLFLHESPGEDRLFRVLDSLQHSPWQCYPTQDTRGRLCPYFFANQEFYSLDSQLPIWGVRQVHCGSEILRVTLYCSFDNYEDAIRLYEMILQREATLQKSNFCFFVLYASKSFALQLSLKQLPPGMSVDPKESSVLQFKVQEIGQLVPLLPNPCMPISSTRWQTQDYDGNKILLQRWESSSVAQTRVRWCHHSSLRSSPSGFK*MDETQGPLAMTVHLLANSGHGSLLQRT.... Protein 2 (ENSG00000154997) has sequence MAERTMAMPTQIPADGDTQKENNIRCLTTIGHFGFECLPNQLVSRSIRQGFTFNILCVGETGIGKSTLIDTLFNTNLKDNKSSHFYSNVGLQIQTYELQESNVQLKLTVVETVGYGDQIDKEASYQPIVDYIDAQFEAYLQEELKIKRSLFEYHDSRVHVCLYFISPTGHSLKSLDLLTMKNLDSKVNIIPLIAKADTISKNDLQTFKNKIMSELISNGIQIYQLPTDEETAAQANSSVSGLLPFAVVGSTDEVKVGKRMVRGRHYPWGVLQVENENHCDFVKLRDMLLCTNMENLKEKT.... Result: 1 (the proteins interact).